From a dataset of NCI-60 drug combinations with 297,098 pairs across 59 cell lines. Regression. Given two drug SMILES strings and cell line genomic features, predict the synergy score measuring deviation from expected non-interaction effect. (1) Drug 1: C1=CN(C(=O)N=C1N)C2C(C(C(O2)CO)O)O.Cl. Drug 2: CC1C(C(CC(O1)OC2CC(OC(C2O)C)OC3=CC4=CC5=C(C(=O)C(C(C5)C(C(=O)C(C(C)O)O)OC)OC6CC(C(C(O6)C)O)OC7CC(C(C(O7)C)O)OC8CC(C(C(O8)C)O)(C)O)C(=C4C(=C3C)O)O)O)O. Cell line: UO-31. Synergy scores: CSS=40.2, Synergy_ZIP=1.14, Synergy_Bliss=1.04, Synergy_Loewe=-0.0728, Synergy_HSA=2.15. (2) Drug 1: CC12CCC3C(C1CCC2=O)CC(=C)C4=CC(=O)C=CC34C. Drug 2: C1=NC2=C(N=C(N=C2N1C3C(C(C(O3)CO)O)O)F)N. Cell line: OVCAR-4. Synergy scores: CSS=20.5, Synergy_ZIP=1.42, Synergy_Bliss=0.0320, Synergy_Loewe=-2.58, Synergy_HSA=-0.912.